Task: Predict the product of the given reaction.. Dataset: Forward reaction prediction with 1.9M reactions from USPTO patents (1976-2016) (1) Given the reactants Br[C:2]1[CH:9]=[CH:8][C:5]([C:6]#[N:7])=[CH:4][CH:3]=1.CON(C)[C:13](=[O:27])[CH:14]([NH:19][C:20](=[O:26])[O:21][C:22]([CH3:25])([CH3:24])[CH3:23])[C:15]([CH3:18])([CH3:17])[CH3:16].C(C(C(C([O-])=O)O)O)([O-])=O.[Na+].[K+], predict the reaction product. The product is: [C:6]([C:5]1[CH:8]=[CH:9][C:2]([C:13](=[O:27])[CH:14]([NH:19][C:20](=[O:26])[O:21][C:22]([CH3:25])([CH3:24])[CH3:23])[C:15]([CH3:18])([CH3:17])[CH3:16])=[CH:3][CH:4]=1)#[N:7]. (2) Given the reactants [Cl:1][C:2]1[CH:3]=[CH:4][C:5]2[N:11]([CH2:12][C:13]3[CH:18]=[CH:17][C:16]([O:19][CH3:20])=[CH:15][C:14]=3[O:21][CH3:22])[C:10](=[O:23])[CH:9]([C:24]([O:26]C)=[O:25])[CH2:8][CH:7]([C:28]3[CH:33]=[CH:32][CH:31]=[C:30]([O:34][CH3:35])[C:29]=3[O:36][CH3:37])[C:6]=2[CH:38]=1.[OH-].[Li+].Cl, predict the reaction product. The product is: [Cl:1][C:2]1[CH:3]=[CH:4][C:5]2[N:11]([CH2:12][C:13]3[CH:18]=[CH:17][C:16]([O:19][CH3:20])=[CH:15][C:14]=3[O:21][CH3:22])[C:10](=[O:23])[CH:9]([C:24]([OH:26])=[O:25])[CH2:8][CH:7]([C:28]3[CH:33]=[CH:32][CH:31]=[C:30]([O:34][CH3:35])[C:29]=3[O:36][CH3:37])[C:6]=2[CH:38]=1. (3) Given the reactants [Cl:1][C:2]1[C:7]([CH3:8])=[CH:6][C:5]([OH:9])=[C:4]([CH:10]([CH3:12])[CH3:11])[CH:3]=1.C(=O)([O-])[O-].[K+].[K+].[CH2:19](Br)[CH:20]=[CH2:21].C(OCC=C)C=C, predict the reaction product. The product is: [CH2:21]([C:6]1[C:7]([CH3:8])=[C:2]([Cl:1])[CH:3]=[C:4]([CH:10]([CH3:12])[CH3:11])[C:5]=1[OH:9])[CH:20]=[CH2:19]. (4) The product is: [Cl:8][C:9]1[CH:10]=[CH:11][C:12]([O:36][CH:37]([F:39])[F:38])=[C:13]([C:15]2[C:19]([NH:20][C:21]([C:23]3[CH:24]=[N:25][N:26]4[CH:31]=[CH:30][CH:29]=[N:28][C:27]=34)=[O:22])=[CH:18][N:17]([CH2:32][C:33]([N:52]3[CH2:51][CH2:50][CH:49]([N:42]([CH3:41])[CH2:43][CH2:44][C:45]([O:47][CH3:48])=[O:46])[CH2:54][CH2:53]3)=[O:34])[N:16]=2)[CH:14]=1. Given the reactants FC(F)(F)C(O)=O.[Cl:8][C:9]1[CH:10]=[CH:11][C:12]([O:36][CH:37]([F:39])[F:38])=[C:13]([C:15]2[C:19]([NH:20][C:21]([C:23]3[CH:24]=[N:25][N:26]4[CH:31]=[CH:30][CH:29]=[N:28][C:27]=34)=[O:22])=[CH:18][N:17]([CH2:32][C:33](O)=[O:34])[N:16]=2)[CH:14]=1.Cl.[CH3:41][N:42]([CH:49]1[CH2:54][CH2:53][NH:52][CH2:51][CH2:50]1)[CH2:43][CH2:44][C:45]([O:47][CH3:48])=[O:46].CCN(C(C)C)C(C)C.CN(C(ON1N=NC2C=CC=NC1=2)=[N+](C)C)C.F[P-](F)(F)(F)(F)F, predict the reaction product. (5) Given the reactants Br[C:2]1[C:3]([Cl:13])=[CH:4][C:5]([OH:12])=[C:6]([CH:11]=1)[C:7]([O:9][CH3:10])=[O:8].[B:14]1([B:14]2[O:18][C:17]([CH3:20])([CH3:19])[C:16]([CH3:22])([CH3:21])[O:15]2)[O:18][C:17]([CH3:20])([CH3:19])[C:16]([CH3:22])([CH3:21])[O:15]1.C([O-])(=O)C.[K+].O, predict the reaction product. The product is: [Cl:13][C:3]1[C:2]([B:14]2[O:18][C:17]([CH3:20])([CH3:19])[C:16]([CH3:22])([CH3:21])[O:15]2)=[CH:11][C:6]([C:7]([O:9][CH3:10])=[O:8])=[C:5]([OH:12])[CH:4]=1. (6) Given the reactants [F:1][C:2]([F:17])([F:16])[O:3][C:4]1[CH:5]=[C:6]([N:10]2[CH2:15][CH2:14][NH:13][CH2:12][CH2:11]2)[CH:7]=[CH:8][CH:9]=1.Br[CH2:19][CH2:20][CH2:21][CH2:22][CH2:23][C:24]([O:26][CH2:27][CH3:28])=[O:25], predict the reaction product. The product is: [F:17][C:2]([F:1])([F:16])[O:3][C:4]1[CH:5]=[C:6]([N:10]2[CH2:11][CH2:12][N:13]([CH2:19][CH2:20][CH2:21][CH2:22][CH2:23][C:24]([O:26][CH2:27][CH3:28])=[O:25])[CH2:14][CH2:15]2)[CH:7]=[CH:8][CH:9]=1. (7) The product is: [CH2:1]([N:3]([CH2:4][CH:5]=[CH:6][C:7]1[CH:12]=[CH:11][CH:10]=[CH:9][CH:8]=1)[CH2:25][CH2:26][C:27]([O:29][CH2:30][CH3:31])=[O:28])[CH3:2]. Given the reactants [CH2:1]([NH:3][CH2:4][CH:5]=[CH:6][C:7]1[CH:12]=[CH:11][CH:10]=[CH:9][CH:8]=1)[CH3:2].C(=O)([O-])[O-].[K+].[K+].CN(C)C=O.Br[CH2:25][CH2:26][C:27]([O:29][CH2:30][CH3:31])=[O:28], predict the reaction product. (8) The product is: [CH3:1][C:2]([O:6][Si:7]([CH3:10])([CH3:9])[CH3:8])([CH3:5])[C:3]#[C:4][CH:19]=[O:20]. Given the reactants [CH3:1][C:2]([O:6][Si:7]([CH3:10])([CH3:9])[CH3:8])([CH3:5])[C:3]#[CH:4].C([Li])CCC.CN([CH:19]=[O:20])C.OP([O-])(O)=O.[K+], predict the reaction product. (9) Given the reactants [Br:1][C:2]1[CH:3]=[N:4][C:5]([O:8][CH2:9][CH2:10][O:11][C:12]2[N:17]=[CH:16][N:15]=[C:14]([NH:18][S:19](=[O:33])(=[O:32])[NH:20][CH:21]([O:24]CC3C=CC=CC=3)[CH2:22][CH3:23])[C:13]=2[C:34]2[CH:39]=[CH:38][C:37]([Br:40])=[CH:36][CH:35]=2)=[N:6][CH:7]=1.B(Br)(Br)Br.CO, predict the reaction product. The product is: [Br:1][C:2]1[CH:7]=[N:6][C:5]([O:8][CH2:9][CH2:10][O:11][C:12]2[N:17]=[CH:16][N:15]=[C:14]([NH:18][S:19](=[O:32])(=[O:33])[NH:20][CH:21]([OH:24])[CH2:22][CH3:23])[C:13]=2[C:34]2[CH:35]=[CH:36][C:37]([Br:40])=[CH:38][CH:39]=2)=[N:4][CH:3]=1. (10) Given the reactants C(S([C:11]1[N:16]=[C:15]([O:17][CH:18]([CH3:20])[CH3:19])[CH:14]=[C:13]([CH3:21])[N:12]=1)(=O)=O)C1C=CC=CC=1.[N:22]1([C:28]([O:30][C:31]([CH3:34])([CH3:33])[CH3:32])=[O:29])[CH2:27][CH2:26][NH:25][CH2:24][CH2:23]1.C(N(C(C)C)CC)(C)C, predict the reaction product. The product is: [CH:18]([O:17][C:15]1[CH:14]=[C:13]([CH3:21])[N:12]=[C:11]([N:25]2[CH2:24][CH2:23][N:22]([C:28]([O:30][C:31]([CH3:34])([CH3:33])[CH3:32])=[O:29])[CH2:27][CH2:26]2)[N:16]=1)([CH3:19])[CH3:20].